This data is from Forward reaction prediction with 1.9M reactions from USPTO patents (1976-2016). The task is: Predict the product of the given reaction. (1) The product is: [C:34]([O:33][CH2:32][C@@H:30]1[CH2:29][O:28][C:27](=[O:26])[N:31]1[C:21]1[CH:22]=[CH:23][C:18]([C:16]([N:13]2[CH2:14][CH2:15][N:10]([C:7]3[C:6]([CH3:25])=[CH:5][C:4]([CH:1]4[CH2:3][CH2:2]4)=[CH:9][N:8]=3)[CH2:11][CH2:12]2)=[O:17])=[CH:19][CH:20]=1)(=[O:41])[C:35]1[CH:36]=[CH:37][CH:38]=[CH:39][CH:40]=1. Given the reactants [CH:1]1([C:4]2[CH:5]=[C:6]([CH3:25])[C:7]([N:10]3[CH2:15][CH2:14][N:13]([C:16]([C:18]4[CH:23]=[CH:22][C:21](I)=[CH:20][CH:19]=4)=[O:17])[CH2:12][CH2:11]3)=[N:8][CH:9]=2)[CH2:3][CH2:2]1.[O:26]=[C:27]1[NH:31][C@H:30]([CH2:32][O:33][C:34](=[O:41])[C:35]2[CH:40]=[CH:39][CH:38]=[CH:37][CH:36]=2)[CH2:29][O:28]1, predict the reaction product. (2) Given the reactants [F:1][C:2]1[CH:7]=[CH:6][C:5]([F:8])=[CH:4][C:3]=1[C@@H:9]1[C@@H:14]([NH:15][C:16](=[O:22])[O:17][C:18]([CH3:21])([CH3:20])[CH3:19])[CH2:13][CH:12]([OH:23])[CH2:11][O:10]1.C(#N)C.C(O)(=O)C.CC(O)C, predict the reaction product. The product is: [F:1][C:2]1[CH:7]=[CH:6][C:5]([F:8])=[CH:4][C:3]=1[C@@H:9]1[C@@H:14]([NH:15][C:16](=[O:22])[O:17][C:18]([CH3:19])([CH3:20])[CH3:21])[CH2:13][C:12](=[O:23])[CH2:11][O:10]1. (3) Given the reactants [Br:1][C:2]1[S:6][C:5]([CH:7]=[O:8])=[C:4]([N+:9]([O-:11])=[O:10])[CH:3]=1.CC(C)=[O:14].OS(O)(=O)=O.O=[Cr](=O)=O, predict the reaction product. The product is: [Br:1][C:2]1[S:6][C:5]([C:7]([OH:14])=[O:8])=[C:4]([N+:9]([O-:11])=[O:10])[CH:3]=1. (4) Given the reactants [C:1]([C:5]1[N:6]=[C:7]([NH2:10])[S:8][CH:9]=1)([CH3:4])([CH3:3])[CH3:2].[N:11]([O-])=O.[Na+].O.O.[Sn](Cl)Cl.[OH-].[Na+], predict the reaction product. The product is: [C:1]([C:5]1[N:6]=[C:7]([NH:10][NH2:11])[S:8][CH:9]=1)([CH3:4])([CH3:3])[CH3:2]. (5) Given the reactants [Br:1][C:2]1[CH:7]=[CH:6][C:5]([N+:8]([O-:10])=[O:9])=[C:4](F)[CH:3]=1.[O:12]1[CH2:17][CH2:16][CH:15]([NH2:18])[CH2:14][CH2:13]1, predict the reaction product. The product is: [Br:1][C:2]1[CH:7]=[CH:6][C:5]([N+:8]([O-:10])=[O:9])=[C:4]([NH:18][CH:15]2[CH2:16][CH2:17][O:12][CH2:13][CH2:14]2)[CH:3]=1. (6) Given the reactants [CH2:1]([O:8][C@H:9]1[C@H:13]([CH2:14][OH:15])[O:12][CH2:11][C@@H:10]1[NH:16][C:17](=[O:23])[O:18][C:19]([CH3:22])([CH3:21])[CH3:20])[C:2]1[CH:7]=[CH:6][CH:5]=[CH:4][CH:3]=1.C(N(CC)CC)C.[CH3:31][C:32]1[CH:37]=[CH:36][C:35]([S:38](Cl)(=[O:40])=[O:39])=[CH:34][CH:33]=1, predict the reaction product. The product is: [CH3:31][C:32]1[CH:37]=[CH:36][C:35]([S:38]([O:15][CH2:14][C@H:13]2[C@H:9]([O:8][CH2:1][C:2]3[CH:7]=[CH:6][CH:5]=[CH:4][CH:3]=3)[C@@H:10]([NH:16][C:17]([O:18][C:19]([CH3:20])([CH3:22])[CH3:21])=[O:23])[CH2:11][O:12]2)(=[O:40])=[O:39])=[CH:34][CH:33]=1. (7) Given the reactants [CH2:1]([O:8][C:9]1[CH:14]=[CH:13][C:12]([C:15]2[CH:16]=[C:17]3[C:21](=[CH:22][CH:23]=2)[NH:20][CH:19]=[CH:18]3)=[CH:11][CH:10]=1)[C:2]1[CH:7]=[CH:6][CH:5]=[CH:4][CH:3]=1.[CH3:24][C:25]([O:28][C:29](O[C:29]([O:28][C:25]([CH3:27])([CH3:26])[CH3:24])=[O:30])=[O:30])([CH3:27])[CH3:26], predict the reaction product. The product is: [CH2:1]([O:8][C:9]1[CH:10]=[CH:11][C:12]([C:15]2[CH:16]=[C:17]3[C:21](=[CH:22][CH:23]=2)[N:20]([C:29]([O:28][C:25]([CH3:27])([CH3:26])[CH3:24])=[O:30])[CH:19]=[CH:18]3)=[CH:13][CH:14]=1)[C:2]1[CH:3]=[CH:4][CH:5]=[CH:6][CH:7]=1. (8) Given the reactants Br[C:2](=[CH:5]OC(C)C)[CH:3]=[O:4].[S:10]1[CH2:14][C:13](=[NH:15])[NH:12][CH2:11]1.C(N(CC)CC)C, predict the reaction product. The product is: [N:15]1[C:2]([CH:3]=[O:4])=[CH:5][N:12]2[C:13]=1[CH2:14][S:10][CH2:11]2.